This data is from Reaction yield outcomes from USPTO patents with 853,638 reactions. The task is: Predict the reaction yield, written as a fraction of the theoretical maximum amount of product (1.0 means a 100% yield; for example, 0.34 means a 34% yield). (1) The reactants are [Br:1][C:2]1[CH:6]=[N:5][N:4]([CH3:7])[C:3]=1[C:8]1[CH:9]=[C:10]([NH2:16])[CH:11]=[CH:12][C:13]=1[O:14][CH3:15].[F:17][C:18]1[CH:23]=[C:22]([F:24])[CH:21]=[CH:20][C:19]=1[N:25]=[C:26]=[O:27]. The catalyst is C(Cl)Cl. The product is [Br:1][C:2]1[CH:6]=[N:5][N:4]([CH3:7])[C:3]=1[C:8]1[CH:9]=[C:10]([NH:16][C:26]([NH:25][C:19]2[CH:20]=[CH:21][C:22]([F:24])=[CH:23][C:18]=2[F:17])=[O:27])[CH:11]=[CH:12][C:13]=1[O:14][CH3:15]. The yield is 0.710. (2) The reactants are C([O:3][C:4](=O)[NH:5][CH2:6][CH2:7][C:8]1[CH:13]=[CH:12][C:11]([Cl:14])=[C:10]([F:15])[CH:9]=1)C.O=P12OP3(OP(OP(O3)(O1)=O)(=O)O2)=O. The catalyst is O=P(Cl)(Cl)Cl. The product is [Cl:14][C:11]1[C:10]([F:15])=[C:9]2[C:8]([CH2:7][CH2:6][NH:5][C:4]2=[O:3])=[CH:13][CH:12]=1. The yield is 0.140. (3) The reactants are [CH3:1][C:2]1[CH:3]=[C:4]([C:8]([OH:10])=O)[O:5][C:6]=1[CH3:7].[CH3:11][O:12][C:13](=[O:20])[C@@H:14]([CH2:16][CH:17]([CH3:19])[CH3:18])[NH2:15]. No catalyst specified. The product is [CH3:7][C:6]1[O:5][C:4]([C:8]([NH:15][C@H:14]([CH2:16][CH:17]([CH3:19])[CH3:18])[C:13]([O:12][CH3:11])=[O:20])=[O:10])=[CH:3][C:2]=1[CH3:1]. The yield is 0.270. (4) The reactants are [H-].[Na+].[NH:3]1[CH:7]=[C:6]([C:8]([O:10][CH2:11][CH3:12])=[O:9])[CH:5]=[N:4]1.[CH2:13](Br)[C:14]1[CH:19]=[CH:18][CH:17]=[CH:16][CH:15]=1. The catalyst is C1COCC1. The product is [CH2:13]([N:3]1[CH:7]=[C:6]([C:8]([O:10][CH2:11][CH3:12])=[O:9])[CH:5]=[N:4]1)[C:14]1[CH:19]=[CH:18][CH:17]=[CH:16][CH:15]=1. The yield is 0.980. (5) The reactants are [SH:1][C:2]([CH3:9])([CH3:8])[CH2:3][CH2:4][C:5]([OH:7])=[O:6].C(=O)([O-])[O-].[Na+].[Na+].[CH3:16][S:17]S(C)(=O)=O. The catalyst is O.C(O)C. The product is [CH3:8][C:2]([S:1][S:17][CH3:16])([CH3:9])[CH2:3][CH2:4][C:5]([OH:7])=[O:6]. The yield is 0.700. (6) The reactants are Cl.[OH:2][C@@H:3]([C@H:5]1[C:47](=[O:48])[N:7]2[C:8]([C:34]([O:36]CC3C=CC([N+]([O-])=O)=CC=3)=[O:35])=[C:9]([S:12][C@@H:13]3[CH2:17][N:16]([CH3:18])[C@H:15]([C:19]([N:21]4[CH2:25][CH2:24][C@H:23]([NH:26][C:27](=[O:33])[CH2:28][NH:29][C:30]([NH2:32])=[NH:31])[CH2:22]4)=[O:20])[CH2:14]3)[C@H:10]([CH3:11])[C@H:6]12)[CH3:4].C(=O)([O-])O.[Na+]. The catalyst is O.[C].[Pd]. The product is [OH:2][C@@H:3]([C@H:5]1[C:47](=[O:48])[N:7]2[C:8]([C:34]([OH:36])=[O:35])=[C:9]([S:12][C@@H:13]3[CH2:17][N:16]([CH3:18])[C@H:15]([C:19]([N:21]4[CH2:25][CH2:24][C@H:23]([NH:26][C:27](=[O:33])[CH2:28][NH:29][C:30]([NH2:32])=[NH:31])[CH2:22]4)=[O:20])[CH2:14]3)[C@H:10]([CH3:11])[C@H:6]12)[CH3:4]. The yield is 0.849. (7) The reactants are [NH2:1][C:2]1[CH:3]=[C:4]([O:9][CH3:10])[C:5](Br)=[CH:6][CH:7]=1.[C:22]([O:21][C:19](O[C:19]([O:21][C:22]([CH3:25])([CH3:24])[CH3:23])=[O:20])=[O:20])([CH3:25])([CH3:24])[CH3:23].[B:26]1([B:26]2[O:30][C:29]([CH3:32])([CH3:31])[C:28]([CH3:34])([CH3:33])[O:27]2)[O:30][C:29]([CH3:32])([CH3:31])[C:28]([CH3:34])([CH3:33])[O:27]1.C([O-])(=O)C.[K+]. The catalyst is O1CCOCC1.CN(C=O)C. The product is [C:22]([O:21][C:19](=[O:20])[NH:1][C:2]1[CH:7]=[CH:6][C:5]([B:26]2[O:30][C:29]([CH3:32])([CH3:31])[C:28]([CH3:34])([CH3:33])[O:27]2)=[C:4]([O:9][CH3:10])[CH:3]=1)([CH3:23])([CH3:24])[CH3:25]. The yield is 0.410.